Dataset: Peptide-MHC class I binding affinity with 185,985 pairs from IEDB/IMGT. Task: Regression. Given a peptide amino acid sequence and an MHC pseudo amino acid sequence, predict their binding affinity value. This is MHC class I binding data. (1) The peptide sequence is TTHSWIPKR. The MHC is HLA-A11:01 with pseudo-sequence HLA-A11:01. The binding affinity (normalized) is 0.549. (2) The peptide sequence is FRLMRTNFL. The MHC is HLA-B18:01 with pseudo-sequence HLA-B18:01. The binding affinity (normalized) is 0.0847. (3) The peptide sequence is LPPFTQHLL. The MHC is Mamu-A01 with pseudo-sequence Mamu-A01. The binding affinity (normalized) is 0.795. (4) The peptide sequence is METLLLLGLM. The MHC is HLA-B44:03 with pseudo-sequence HLA-B44:03. The binding affinity (normalized) is 0.271. (5) The peptide sequence is LVISGVFPV. The MHC is HLA-A02:17 with pseudo-sequence HLA-A02:17. The binding affinity (normalized) is 0.938. (6) The peptide sequence is EQRAGYQAF. The MHC is HLA-B15:02 with pseudo-sequence HLA-B15:02. The binding affinity (normalized) is 0.560.